This data is from Catalyst prediction with 721,799 reactions and 888 catalyst types from USPTO. The task is: Predict which catalyst facilitates the given reaction. (1) Reactant: C1COCC1.[CH3:6][O:7][C:8]1[CH:13]=[CH:12][C:11]([CH2:14][C:15](O)=[O:16])=[CH:10][CH:9]=1. Product: [CH3:6][O:7][C:8]1[CH:13]=[CH:12][C:11]([CH2:14][CH2:15][OH:16])=[CH:10][CH:9]=1. The catalyst class is: 28. (2) Reactant: [NH2:1][C:2]1[CH:3]=[C:4]([CH:10]=[CH:11][CH:12]=1)[C:5]([O:7][CH2:8][CH3:9])=[O:6].[CH:13]1([C:19](Cl)=[O:20])[CH2:18][CH2:17][CH2:16][CH2:15][CH2:14]1. Product: [CH:13]1([C:19]([NH:1][C:2]2[CH:3]=[C:4]([CH:10]=[CH:11][CH:12]=2)[C:5]([O:7][CH2:8][CH3:9])=[O:6])=[O:20])[CH2:18][CH2:17][CH2:16][CH2:15][CH2:14]1. The catalyst class is: 2. (3) Reactant: Br[CH2:2][C:3]1[C:15]([Cl:16])=[CH:14][C:6]([C:7]([O:9][C:10]([CH3:13])([CH3:12])[CH3:11])=[O:8])=[C:5]([F:17])[CH:4]=1.[CH3:18][C:19]1([CH3:30])[CH2:28][C:27]2[CH:26]=[C:25]([OH:29])[CH:24]=[CH:23][C:22]=2[CH2:21][CH2:20]1.C(=O)([O-])[O-].[K+].[K+]. Product: [Cl:16][C:15]1[C:3]([CH2:2][O:29][C:25]2[CH:24]=[CH:23][C:22]3[CH2:21][CH2:20][C:19]([CH3:30])([CH3:18])[CH2:28][C:27]=3[CH:26]=2)=[CH:4][C:5]([F:17])=[C:6]([CH:14]=1)[C:7]([O:9][C:10]([CH3:13])([CH3:12])[CH3:11])=[O:8]. The catalyst class is: 21.